This data is from Full USPTO retrosynthesis dataset with 1.9M reactions from patents (1976-2016). The task is: Predict the reactants needed to synthesize the given product. (1) Given the product [Si:1]([O:8][CH2:9][C:10]1[N:15]=[CH:14][C:13]2[N:16]([C:19]3[S:23][C:22]([C:24]([NH2:41])=[O:26])=[C:21]([O:28][C@@H:29]([C:31]4[CH:36]=[CH:35][CH:34]=[CH:33][C:32]=4[C:37]([F:40])([F:39])[F:38])[CH3:30])[CH:20]=3)[CH:17]=[N:18][C:12]=2[CH:11]=1)([C:4]([CH3:7])([CH3:5])[CH3:6])([CH3:3])[CH3:2], predict the reactants needed to synthesize it. The reactants are: [Si:1]([O:8][CH2:9][C:10]1[N:15]=[CH:14][C:13]2[N:16]([C:19]3[S:23][C:22]([C:24]([O:26]C)=O)=[C:21]([O:28][C@@H:29]([C:31]4[CH:36]=[CH:35][CH:34]=[CH:33][C:32]=4[C:37]([F:40])([F:39])[F:38])[CH3:30])[CH:20]=3)[CH:17]=[N:18][C:12]=2[CH:11]=1)([C:4]([CH3:7])([CH3:6])[CH3:5])([CH3:3])[CH3:2].[NH3:41]. (2) The reactants are: [C:1]1([CH:7]([C:18]2[CH:23]=[CH:22][CH:21]=[CH:20][CH:19]=2)[N:8]2[CH2:11][CH:10]([N:12]3[CH2:17][CH2:16][NH:15][CH2:14][CH2:13]3)[CH2:9]2)[CH:6]=[CH:5][CH:4]=[CH:3][CH:2]=1.[CH3:24][O:25][CH2:26][C:27](O)=[O:28].CCN(C(C)C)C(C)C.CN(C(ON1N=NC2C=CC=CC1=2)=[N+](C)C)C.[B-](F)(F)(F)F. Given the product [C:18]1([CH:7]([C:1]2[CH:2]=[CH:3][CH:4]=[CH:5][CH:6]=2)[N:8]2[CH2:9][CH:10]([N:12]3[CH2:17][CH2:16][N:15]([C:27](=[O:28])[CH2:26][O:25][CH3:24])[CH2:14][CH2:13]3)[CH2:11]2)[CH:23]=[CH:22][CH:21]=[CH:20][CH:19]=1, predict the reactants needed to synthesize it. (3) The reactants are: [F:1][C@H:2]1[CH2:7][CH2:6][N:5]([C:8]2[CH:13]=[CH:12][N:11]=[CH:10][C:9]=2[N+:14]([O-])=O)[CH2:4][C@@H:3]1[NH:17][C:18](=[O:24])[O:19][C:20]([CH3:23])([CH3:22])[CH3:21]. Given the product [NH2:14][C:9]1[CH:10]=[N:11][CH:12]=[CH:13][C:8]=1[N:5]1[CH2:6][CH2:7][C@@H:2]([F:1])[C@H:3]([NH:17][C:18](=[O:24])[O:19][C:20]([CH3:22])([CH3:21])[CH3:23])[CH2:4]1, predict the reactants needed to synthesize it. (4) Given the product [C:22]([O:21][CH2:20][C@H:15]1[NH:14][CH2:13][CH2:12][NH:11][C:16]1=[O:17])([CH3:25])([CH3:24])[CH3:23], predict the reactants needed to synthesize it. The reactants are: C(OC([NH:11][CH2:12][CH2:13][NH:14][C@H:15]([CH2:20][O:21][C:22]([CH3:25])([CH3:24])[CH3:23])[C:16](OC)=[O:17])=O)C1C=CC=CC=1.C(OC(C)C)(C)C.O.C(Cl)Cl.C(O)(C)C. (5) Given the product [F:27][C:23]1[CH:22]=[C:21]([S:18]([NH:17][C:13]2[CH:12]=[C:11]3[C:16](=[CH:15][CH:14]=2)[NH:8][N:9]=[C:10]3[C:28]2[CH:29]=[CH:30][CH:31]=[CH:32][CH:33]=2)(=[O:20])=[O:19])[CH:26]=[CH:25][CH:24]=1, predict the reactants needed to synthesize it. The reactants are: C(OC([N:8]1[C:16]2[C:11](=[CH:12][C:13]([NH:17][S:18]([C:21]3[CH:26]=[CH:25][CH:24]=[C:23]([F:27])[CH:22]=3)(=[O:20])=[O:19])=[CH:14][CH:15]=2)[C:10]([C:28]2[CH:33]=[CH:32][CH:31]=[CH:30][CH:29]=2)=[N:9]1)=O)(C)(C)C.I[Si](C)(C)C.N. (6) Given the product [OH:38][C:25]1[C:24](=[O:23])[N:13]([C:14]2[N:15]=[N:16][C:17]([CH3:20])=[CH:18][CH:19]=2)[CH:11]([C:8]2[CH:9]=[N:10][C:5]([O:4][CH:1]([CH3:2])[CH3:3])=[CH:6][CH:7]=2)[C:26]=1[C:27](=[O:28])[C:29]1[CH:34]=[CH:33][C:32]([CH:35]([CH3:37])[CH3:36])=[CH:31][CH:30]=1, predict the reactants needed to synthesize it. The reactants are: [CH:1]([O:4][C:5]1[N:10]=[CH:9][C:8]([CH:11]=O)=[CH:7][CH:6]=1)([CH3:3])[CH3:2].[NH2:13][C:14]1[N:15]=[N:16][C:17]([CH3:20])=[CH:18][CH:19]=1.C([O:23][C:24](=O)[C:25]([OH:38])=[CH:26][C:27]([C:29]1[CH:34]=[CH:33][C:32]([CH:35]([CH3:37])[CH3:36])=[CH:31][CH:30]=1)=[O:28])C.